This data is from TCR-epitope binding with 47,182 pairs between 192 epitopes and 23,139 TCRs. The task is: Binary Classification. Given a T-cell receptor sequence (or CDR3 region) and an epitope sequence, predict whether binding occurs between them. (1) The epitope is LSDDAVVCFNSTY. The TCR CDR3 sequence is CASSRDRASPLHF. Result: 1 (the TCR binds to the epitope). (2) The epitope is FRYMNSQGL. The TCR CDR3 sequence is CASSLRGETQYF. Result: 0 (the TCR does not bind to the epitope). (3) The epitope is FQPTNGVGY. The TCR CDR3 sequence is CASSSGGNQPQHF. Result: 0 (the TCR does not bind to the epitope). (4) The epitope is MPASWVMRI. The TCR CDR3 sequence is CASAMGYQETQYF. Result: 0 (the TCR does not bind to the epitope).